This data is from Forward reaction prediction with 1.9M reactions from USPTO patents (1976-2016). The task is: Predict the product of the given reaction. (1) Given the reactants [Cl:1][C:2]1[CH:7]=[CH:6][CH:5]=[C:4]([F:8])[C:3]=1O.C(=O)([O-])[O-].[K+].[K+].ClCC([NH:20][C:21]1[CH:26]=[CH:25][C:24]([CH3:27])=[CH:23][CH:22]=1)=O.ClC1C=CC=C(F)C=1OCC(NC1C=CC(C)=CC=1)=O.C[O-].[Na+], predict the reaction product. The product is: [Cl:1][C:2]1[CH:7]=[CH:6][CH:5]=[C:4]([F:8])[C:3]=1[NH:20][C:21]1[CH:26]=[CH:25][C:24]([CH3:27])=[CH:23][CH:22]=1. (2) The product is: [CH3:15][C:12]1[CH:13]=[C:14]2[C:9]([CH:8]=[N:7][NH:6]2)=[CH:10][C:11]=1[C:16]([OH:18])=[O:17]. Given the reactants [OH-].[Na+].C([N:6]1[C:14]2[C:9](=[CH:10][C:11]([C:16]([O:18]C)=[O:17])=[C:12]([CH3:15])[CH:13]=2)[CH:8]=[N:7]1)(=O)C.[OH-].[Li+], predict the reaction product. (3) Given the reactants [Cl:1][C:2]1[CH:3]=[C:4]([CH:7]=[CH:8][CH:9]=1)[CH2:5][NH2:6].C(N(CC)CC)C.[Cl:17][CH2:18][C:19]1[CH:27]=[CH:26][C:22]([C:23](Cl)=[O:24])=[CH:21][CH:20]=1, predict the reaction product. The product is: [Cl:1][C:2]1[CH:3]=[C:4]([CH:7]=[CH:8][CH:9]=1)[CH2:5][NH:6][C:23](=[O:24])[C:22]1[CH:26]=[CH:27][C:19]([CH2:18][Cl:17])=[CH:20][CH:21]=1. (4) Given the reactants [C:1]([C:4]1[CH:9]=[CH:8][C:7]([CH:10]2[O:15][CH2:14][CH2:13][N:12]([C:16]([O:18][C:19]([CH3:22])([CH3:21])[CH3:20])=[O:17])[CH2:11]2)=[CH:6][CH:5]=1)(=[O:3])[CH3:2].[Li].C[Si]([N-][Si](C)(C)C)(C)C.[Cl:33][C:34]1[CH:42]=[CH:41][C:37]([C:38](Cl)=[O:39])=[CH:36][CH:35]=1, predict the reaction product. The product is: [Cl:33][C:34]1[CH:42]=[CH:41][C:37]([C:38](=[O:39])[CH2:2][C:1]([C:4]2[CH:5]=[CH:6][C:7]([CH:10]3[O:15][CH2:14][CH2:13][N:12]([C:16]([O:18][C:19]([CH3:22])([CH3:21])[CH3:20])=[O:17])[CH2:11]3)=[CH:8][CH:9]=2)=[O:3])=[CH:36][CH:35]=1. (5) Given the reactants [N:1]1[CH:6]=[CH:5][CH:4]=[CH:3][C:2]=1[CH:7]=O.[NH2:9][C:10]1[CH:15]=[CH:14][CH:13]=[CH:12][C:11]=1[OH:16], predict the reaction product. The product is: [N:1]1[CH:6]=[CH:5][CH:4]=[CH:3][C:2]=1[CH2:7][N:9]=[C:10]1[CH:15]=[CH:14][CH:13]=[CH:12][CH:11]1[OH:16]. (6) Given the reactants [C:1]([O:4][CH2:5][C:6]1[C:7]([N:38]2[CH2:49][CH2:48][N:47]3[C:40](=[CH:41][C:42]4[CH2:43][C:44]([CH3:51])([CH3:50])[CH2:45][C:46]=43)[C:39]2=[O:52])=[N:8][CH:9]=[CH:10][C:11]=1[C:12]1[CH:17]=[C:16]([NH:18][C:19]2[CH:24]=[CH:23][CH:22]=[C:21]([O:25][CH2:26][CH2:27][NH:28]C(OC(C)(C)C)=O)[N:20]=2)[C:15](=[O:36])[N:14]([CH3:37])[CH:13]=1)(=[O:3])[CH3:2].Cl, predict the reaction product. The product is: [C:1]([O:4][CH2:5][C:6]1[C:7]([N:38]2[CH2:49][CH2:48][N:47]3[C:40](=[CH:41][C:42]4[CH2:43][C:44]([CH3:51])([CH3:50])[CH2:45][C:46]=43)[C:39]2=[O:52])=[N:8][CH:9]=[CH:10][C:11]=1[C:12]1[CH:17]=[C:16]([NH:18][C:19]2[CH:24]=[CH:23][CH:22]=[C:21]([O:25][CH2:26][CH2:27][NH2:28])[N:20]=2)[C:15](=[O:36])[N:14]([CH3:37])[CH:13]=1)(=[O:3])[CH3:2]. (7) Given the reactants [CH:1]1[C:13]2[CH:12]([CH2:14][O:15][C:16]([NH:18][C@@H](C(O)=O)C)=[O:17])[C:11]3[C:6](=[CH:7][CH:8]=[CH:9][CH:10]=3)[C:5]=2[CH:4]=[CH:3][CH:2]=1.[CH:24](N=C=NC(C)C)([CH3:26])[CH3:25].[OH:33]N1C2C=CC=CC=2N=N1.[NH2:43][C@:44]([O:79][CH2:80][CH:81]=[CH2:82])([C:50]([NH:52][C@@H:53]([C:60]([NH:62][CH2:63][C:64]([NH:66][C@H:67]([C:76]([NH2:78])=[O:77])[CH2:68][C:69](=[O:75])[O:70][C:71]([CH3:74])([CH3:73])[CH3:72])=[O:65])=[O:61])[CH2:54][O:55][C:56]([CH3:59])([CH3:58])[CH3:57])=[O:51])[CH2:45][CH2:46][C:47](=[O:49])[OH:48], predict the reaction product. The product is: [CH3:53][N:52]1[CH2:50][CH2:44][CH2:45][CH2:46]1.[NH2:43][C@:44]([O:79][CH2:80][CH:81]=[CH2:82])([C:50]([NH:52][C@@H:53]([C:60]([NH:62][CH2:63][C:64]([NH:66][C@H:67]([C:76]([NH:78][C@@H:24]([C:26]([NH:18][C:16]([O:15][CH2:14][CH:12]1[C:13]2[C:5](=[CH:4][CH:3]=[CH:2][CH:1]=2)[C:6]2[C:11]1=[CH:10][CH:9]=[CH:8][CH:7]=2)=[O:17])=[O:33])[CH3:25])=[O:77])[CH2:68][C:69](=[O:75])[O:70][C:71]([CH3:73])([CH3:74])[CH3:72])=[O:65])=[O:61])[CH2:54][O:55][C:56]([CH3:57])([CH3:58])[CH3:59])=[O:51])[CH2:45][CH2:46][C:47](=[O:48])[OH:49].